Dataset: Full USPTO retrosynthesis dataset with 1.9M reactions from patents (1976-2016). Task: Predict the reactants needed to synthesize the given product. (1) Given the product [C:1]([O:5][C:6](=[O:24])[NH:7][C:8]1[CH:13]=[CH:12][C:11]([NH:14][C:15](=[O:23])[C:16]2[CH:21]=[CH:20][CH:19]=[C:18]([N:26]([CH3:25])[CH3:32])[CH:17]=2)=[CH:10][CH:9]=1)([CH3:4])([CH3:3])[CH3:2], predict the reactants needed to synthesize it. The reactants are: [C:1]([O:5][C:6](=[O:24])[NH:7][C:8]1[CH:13]=[CH:12][C:11]([NH:14][C:15](=[O:23])[C:16]2[CH:21]=[CH:20][CH:19]=[C:18](N)[CH:17]=2)=[CH:10][CH:9]=1)([CH3:4])([CH3:3])[CH3:2].[C:25]([BH3-])#[N:26].[Na+].C=O.O1CCC[CH:32]1CO.C(=O)(O)[O-].[Na+]. (2) Given the product [Cl:21][C:22]1[CH:29]=[CH:28][C:25]([CH2:26][N:4]2[CH2:5][CH2:6][CH2:7][N:1]([C:8]3[CH:9]=[CH:10][C:11]4[N:12]([C:14]([C:17]([F:18])([F:19])[F:20])=[N:15][N:16]=4)[N:13]=3)[CH2:2][CH2:3]2)=[CH:24][CH:23]=1, predict the reactants needed to synthesize it. The reactants are: [N:1]1([C:8]2[CH:9]=[CH:10][C:11]3[N:12]([C:14]([C:17]([F:20])([F:19])[F:18])=[N:15][N:16]=3)[N:13]=2)[CH2:7][CH2:6][CH2:5][NH:4][CH2:3][CH2:2]1.[Cl:21][C:22]1[CH:29]=[CH:28][C:25]([CH:26]=O)=[CH:24][CH:23]=1. (3) Given the product [CH2:17]([O:16][C:15]([N:14]([CH3:2])[C:13]1[C:9]2[NH:25][C:28]([C:29]([O:31][CH2:32][CH3:33])=[O:30])=[CH:12][C:10]=2[S:11][C:7]=1[CH3:8])=[O:24])[C:18]1[CH:19]=[CH:20][CH:21]=[CH:22][CH:23]=1, predict the reactants needed to synthesize it. The reactants are: [O-][CH2:2]C.[Na+].C([C:7]1[S:11][C:10]([CH3:12])=[C:9]([CH2:13][NH:14][C:15](=[O:24])[O:16][CH2:17][C:18]2[CH:23]=[CH:22][CH:21]=[CH:20][CH:19]=2)[CH:8]=1)=O.[N:25]([CH2:28][C:29]([O:31][CH2:32][CH3:33])=[O:30])=[N+]=[N-].[Cl-].[NH4+]. (4) Given the product [CH2:22]([O:24][C:25]1[C:33]([O:34][CH3:35])=[CH:32][CH:31]=[CH:30][C:26]=1[CH2:27][N:28]([CH3:29])[C:19](=[O:21])[CH:18]=[CH:17][C:9]1[CH:10]=[N:11][C:12]2[NH:13][C:14](=[O:16])[CH:15]=[C:6]([OH:5])[C:7]=2[CH:8]=1)[CH3:23], predict the reactants needed to synthesize it. The reactants are: C(Cl)CCl.[OH:5][C:6]1[C:7]2[CH:8]=[C:9]([CH:17]=[CH:18][C:19]([OH:21])=O)[CH:10]=[N:11][C:12]=2[NH:13][C:14](=[O:16])[CH:15]=1.[CH2:22]([O:24][C:25]1[C:33]([O:34][CH3:35])=[CH:32][CH:31]=[CH:30][C:26]=1[CH2:27][NH:28][CH3:29])[CH3:23].C1C=CC2N(O)N=NC=2C=1.O.CCN(C(C)C)C(C)C.